This data is from Forward reaction prediction with 1.9M reactions from USPTO patents (1976-2016). The task is: Predict the product of the given reaction. (1) Given the reactants [CH3:1][O:2][C:3]([C:5]1[CH:10]=[C:9](Cl)[N:8]=[C:7]([Cl:12])[N:6]=1)=[O:4].[NH:13]1[CH2:18][CH2:17][O:16][CH2:15][CH2:14]1.C(N(C(C)C)CC)(C)C, predict the reaction product. The product is: [Cl:12][C:7]1[N:6]=[C:5]([C:3]([O:2][CH3:1])=[O:4])[CH:10]=[C:9]([N:13]2[CH2:18][CH2:17][O:16][CH2:15][CH2:14]2)[N:8]=1. (2) Given the reactants [F:1][C:2]([F:15])([F:14])[S:3]([O:6]S(C(F)(F)F)(=O)=O)(=[O:5])=[O:4].[C:16](=O)(OC)OC, predict the reaction product. The product is: [F:1][C:2]([F:15])([F:14])[S:3]([O:6][CH3:16])(=[O:5])=[O:4]. (3) Given the reactants [C:1]([O:4][CH:5]1[CH2:10][CH2:9][CH2:8][CH:7]([O:11][C:12]2[CH:17]=[CH:16][CH:15]=[C:14]([NH2:18])[C:13]=2[C:19]#[N:20])[CH:6]1[O:21][C:22](=[O:24])[CH3:23])(=[O:3])[CH3:2].O=[C:26]([CH3:33])[CH2:27][C:28]([O:30][CH2:31][CH3:32])=[O:29], predict the reaction product. The product is: [C:1]([O:4][CH:5]1[CH2:10][CH2:9][CH2:8][CH:7]([O:11][C:12]2[CH:17]=[CH:16][CH:15]=[C:14]3[C:13]=2[C:19]([NH2:20])=[C:27]([C:28]([O:30][CH2:31][CH3:32])=[O:29])[C:26]([CH3:33])=[N:18]3)[CH:6]1[O:21][C:22](=[O:24])[CH3:23])(=[O:3])[CH3:2]. (4) Given the reactants [F:1][C:2]1[C:3]([O:29][CH3:30])=[C:4]([C:9]2[C:17]3[C:12](=[N:13][CH:14]=[C:15]([C:18]4[CH:19]=[N:20][N:21]([CH:23]5[CH2:28][CH2:27][NH:26][CH2:25][CH2:24]5)[CH:22]=4)[CH:16]=3)[NH:11][CH:10]=2)[CH:5]=[C:6]([F:8])[CH:7]=1.C(N(CC)CC)C.[CH2:38]([S:41](Cl)(=[O:43])=[O:42])[CH2:39][CH3:40], predict the reaction product. The product is: [F:1][C:2]1[C:3]([O:29][CH3:30])=[C:4]([C:9]2[C:17]3[C:12](=[N:13][CH:14]=[C:15]([C:18]4[CH:19]=[N:20][N:21]([CH:23]5[CH2:24][CH2:25][N:26]([S:41]([CH2:38][CH2:39][CH3:40])(=[O:43])=[O:42])[CH2:27][CH2:28]5)[CH:22]=4)[CH:16]=3)[NH:11][CH:10]=2)[CH:5]=[C:6]([F:8])[CH:7]=1. (5) Given the reactants [CH3:1][C:2]1([CH3:13])[C:10]2[C:5](=[CH:6][CH:7]=[CH:8][CH:9]=2)[C:4](=[O:11])[CH:3]1[CH3:12].[H-].[H-].[H-].[H-].[Li+].[Al+3].Cl, predict the reaction product. The product is: [CH3:12][CH:3]1[C:2]([CH3:13])([CH3:1])[C:10]2[C:5](=[CH:6][CH:7]=[CH:8][CH:9]=2)[CH:4]1[OH:11]. (6) Given the reactants O1CCCCC1[N:7]1[CH:15]=[C:14]2[C:9]([CH:10]=[CH:11][CH:12]=[C:13]2[NH:16][C:17]2[C:22]([C:23]3[N:31]=[CH:30][N:29]=[C:28]4[C:24]=3[N:25]=[CH:26][N:27]4C3CCCCO3)=[CH:21][CH:20]=[CH:19][N:18]=2)=[N:8]1.[C:38]12([CH2:48][S:49]([OH:52])(=[O:51])=[O:50])[C:45]([CH3:47])([CH3:46])[CH:42]([CH2:43][CH2:44]1)[CH2:41][C:39]2=[O:40].N#N.C(Cl)Cl, predict the reaction product. The product is: [C:38]12([CH2:48][S:49]([OH:52])(=[O:50])=[O:51])[C:45]([CH3:47])([CH3:46])[CH:42]([CH2:43][CH2:44]1)[CH2:41][C:39]2=[O:40].[N:31]1[C:23]([C:22]2[C:17]([NH:16][C:13]3[C:14]4[CH:15]=[N:7][NH:8][C:9]=4[CH:10]=[CH:11][CH:12]=3)=[N:18][CH:19]=[CH:20][CH:21]=2)=[C:24]2[C:28]([NH:27][CH:26]=[N:25]2)=[N:29][CH:30]=1.